This data is from Reaction yield outcomes from USPTO patents with 853,638 reactions. The task is: Predict the reaction yield, written as a fraction of the theoretical maximum amount of product (1.0 means a 100% yield; for example, 0.34 means a 34% yield). The reactants are [F:1][C:2]([F:17])([F:16])[C:3]1[CH:8]=[CH:7][C:6]([CH2:9][NH2:10])=[C:5]([N:11]2[CH:15]=[N:14][CH:13]=[N:12]2)[CH:4]=1.ClC(Cl)(O[C:22](=[O:28])OC(Cl)(Cl)Cl)Cl.[N-:30]=[C:31]=O.CO.[CH3:35][N:36]([CH:38]=[O:39])C. The catalyst is CCOC(C)=O. The product is [F:17][C:2]([F:16])([F:1])[C:3]1[CH:8]=[CH:7][C:6]([CH2:9][NH:10][C:38]([NH:36][C:35]2[C:31]3[NH:30][C:22](=[O:28])[NH:10][C:9]=3[CH:6]=[CH:5][CH:4]=2)=[O:39])=[C:5]([N:11]2[CH:15]=[N:14][CH:13]=[N:12]2)[CH:4]=1. The yield is 0.100.